From a dataset of Forward reaction prediction with 1.9M reactions from USPTO patents (1976-2016). Predict the product of the given reaction. (1) Given the reactants [C:1]([O:5][C:6](=[O:23])[NH:7][N:8]1[CH2:12][C@H:11]([CH2:13][O:14]CC2C=CC=CC=2)[O:10][C:9]1=[O:22])([CH3:4])([CH3:3])[CH3:2].C([O-])=O.[NH4+], predict the reaction product. The product is: [OH:14][CH2:13][C@@H:11]1[O:10][C:9](=[O:22])[N:8]([NH:7][C:6](=[O:23])[O:5][C:1]([CH3:3])([CH3:2])[CH3:4])[CH2:12]1. (2) Given the reactants Br[C:2]1[CH:3]=[C:4]([NH:10][C:11]2[CH:16]=[CH:15][C:14]([CH:17]3[CH2:22][CH2:21][N:20]([CH3:23])[CH2:19][CH2:18]3)=[CH:13][N:12]=2)[C:5](=[O:9])[N:6]([CH3:8])[CH:7]=1.[C:24]([O:27][CH2:28][C:29]1[C:34](B2OC(C)(C)C(C)(C)O2)=[CH:33][C:32]([F:44])=[CH:31][C:30]=1[N:45]1[CH2:56][CH2:55][C:54]2[C:53]3[CH2:52][C:51]([CH3:58])(C)[CH2:50][C:49]=3[S:48][C:47]=2[C:46]1=[O:59])(=[O:26])[CH3:25].CC([O-])=O.[Na+], predict the reaction product. The product is: [C:24]([O:27][CH2:28][C:29]1[C:30]([N:45]2[C:46](=[O:59])[C:47]3[S:48][C:49]4[CH2:50][CH2:51][CH2:58][CH2:52][C:53]=4[C:54]=3[CH2:55][CH2:56]2)=[CH:31][C:32]([F:44])=[CH:33][C:34]=1[C:2]1[CH:3]=[C:4]([NH:10][C:11]2[CH:16]=[CH:15][C:14]([CH:17]3[CH2:22][CH2:21][N:20]([CH3:23])[CH2:19][CH2:18]3)=[CH:13][N:12]=2)[C:5](=[O:9])[N:6]([CH3:8])[CH:7]=1)(=[O:26])[CH3:25]. (3) Given the reactants [Na:1].[CH2:2]1[O:4][CH2:3]1.[C:5]([OH:10])(=[O:9])[C:6]([CH3:8])=[CH2:7].[CH2:11]=[CH:12][C:13]1[CH:18]=[CH:17][CH:16]=[CH:15][CH:14]=1.[C:19]([OH:24])(=[O:23])[C:20]([CH3:22])=[CH2:21].[C:25]([O:29][CH2:30][CH2:31][CH2:32][CH3:33])(=[O:28])[CH:26]=[CH2:27].S(OOS([O-])(=O)=O)([O-])(=O)=O.[NH4+].[NH4+], predict the reaction product. The product is: [CH:11]([CH2:7][C:6](=[CH2:8])[C:5]([O-:10])=[O:9])=[CH:12][C:13]1[CH:18]=[CH:17][CH:16]=[CH:15][CH:14]=1.[C:25]([O:29][CH2:30][CH2:31][CH2:32][CH3:33])(=[O:28])[CH:26]=[CH2:27].[Na:1].[CH2:3]1[O:4][CH2:2]1.[C:19]([OH:24])(=[O:23])[C:20]([CH3:22])=[CH2:21]. (4) Given the reactants [NH2:1][C@@H:2]([CH2:27][C:28]1[CH:33]=[CH:32][CH:31]=[CH:30][CH:29]=1)[C@@H:3]([OH:26])[CH2:4][C@@H:5]([NH:13][C:14]([C@@H:16]([NH:21][C:22](=[O:25])[O:23][CH3:24])[C:17]([CH3:20])([CH3:19])[CH3:18])=[O:15])[CH2:6][C:7]1[CH:12]=[CH:11][CH:10]=[CH:9][CH:8]=1.FC(F)(F)C(O)=O.[CH3:41][C@@H:42]([CH2:65][CH3:66])[C@H:43]([N:47]1[CH2:51][CH2:50][N:49]([CH2:52][C:53]2[N:54]=[C:55]([C:58]3[CH:63]=[CH:62][CH:61]=[CH:60][N:59]=3)[S:56][CH:57]=2)[C:48]1=[O:64])[C:44](O)=[O:45].CCN=C=NCCCN(C)C.C1C=CC2N(O)N=NC=2C=1.CN1CCOCC1, predict the reaction product. The product is: [CH2:6]([C@H:5]([NH:13][C:14]([C@@H:16]([NH:21][C:22](=[O:25])[O:23][CH3:24])[C:17]([CH3:20])([CH3:19])[CH3:18])=[O:15])[CH2:4][C@H:3]([OH:26])[C@@H:2]([NH:1][C:44](=[O:45])[C@@H:43]([N:47]1[CH2:51][CH2:50][N:49]([CH2:52][C:53]2[N:54]=[C:55]([C:58]3[CH:63]=[CH:62][CH:61]=[CH:60][N:59]=3)[S:56][CH:57]=2)[C:48]1=[O:64])[CH:42]([CH3:41])[CH2:65][CH3:66])[CH2:27][C:28]1[CH:29]=[CH:30][CH:31]=[CH:32][CH:33]=1)[C:7]1[CH:12]=[CH:11][CH:10]=[CH:9][CH:8]=1. (5) Given the reactants [Br:1][C:2]1[CH:7]=[CH:6][C:5]([NH:8][C:9]2[N:10]([CH3:26])[C:11](=[O:25])[C:12]([CH3:24])=[CH:13][C:14]=2[C:15]([NH:17][O:18][CH2:19][CH2:20][O:21]C=C)=[O:16])=[C:4]([F:27])[CH:3]=1.BrC1C=CC(NC2N(C)C(=O)C(C)=CC=2C(OC)=O)=C(F)C=1.C(OCCON)=C.C[Si]([N-][Si](C)(C)C)(C)C.[Li+], predict the reaction product. The product is: [Br:1][C:2]1[CH:7]=[CH:6][C:5]([NH:8][C:9]2[N:10]([CH3:26])[C:11](=[O:25])[C:12]([CH3:24])=[CH:13][C:14]=2[C:15]([NH:17][O:18][CH2:19][CH2:20][OH:21])=[O:16])=[C:4]([F:27])[CH:3]=1.